Predict the reactants needed to synthesize the given product. From a dataset of Full USPTO retrosynthesis dataset with 1.9M reactions from patents (1976-2016). (1) The reactants are: O[Li].O.[OH:4][C:5]([CH3:45])([CH2:43][OH:44])[CH2:6][CH2:7][C:8]1[CH:13]=[C:12]([CH3:14])[C:11]([C:15]2[C:20]([F:21])=[CH:19][C:18]([F:22])=[C:17]([CH2:23][O:24][C:25]3[N:30]=[CH:29][C:28]4[C@@H:31]5[C@@H:34]([C:35]([O:37]C(C)(C)C)=[O:36])[C@@H:32]5[CH2:33][C:27]=4[CH:26]=3)[CH:16]=2)=[C:10]([CH3:42])[CH:9]=1.Cl. Given the product [OH:4][C:5]([CH3:45])([CH2:43][OH:44])[CH2:6][CH2:7][C:8]1[CH:13]=[C:12]([CH3:14])[C:11]([C:15]2[C:20]([F:21])=[CH:19][C:18]([F:22])=[C:17]([CH2:23][O:24][C:25]3[N:30]=[CH:29][C:28]4[C@@H:31]5[C@@H:34]([C:35]([OH:37])=[O:36])[C@@H:32]5[CH2:33][C:27]=4[CH:26]=3)[CH:16]=2)=[C:10]([CH3:42])[CH:9]=1, predict the reactants needed to synthesize it. (2) Given the product [CH3:39][C:36]1[CH:37]=[CH:38][C:33]([CH:27]([C:22]2[C:21]3[C:25](=[C:17]([CH2:16][S:13]([CH3:12])(=[O:15])=[O:14])[CH:18]=[CH:19][CH:20]=3)[NH:24][CH:23]=2)[CH:28]2[CH2:30][CH:29]2[C:31]#[N:32])=[CH:34][CH:35]=1, predict the reactants needed to synthesize it. The reactants are: [Cl-].[In+3].[Cl-].[Cl-].FC(F)(F)C(O)=O.[CH3:12][S:13]([CH2:16][C:17]1[CH:18]=[CH:19][CH:20]=[C:21]2[C:25]=1[NH:24][CH:23]=[CH:22]2)(=[O:15])=[O:14].O[CH:27]([C:33]1[CH:38]=[CH:37][C:36]([CH3:39])=[CH:35][CH:34]=1)[CH:28]1[CH2:30][CH:29]1[C:31]#[N:32]. (3) Given the product [F:15][C:10]1[CH:9]=[CH:8][C:7]2[N:6]([CH2:16][CH:17]([OH:31])[CH2:18][N:19]3[CH2:20][CH:21]([CH3:22])[NH:23][C:24]3=[O:25])[C:5]3[C:13]([C:12]=2[CH:11]=1)=[CH:14][C:2]([F:1])=[CH:3][CH:4]=3, predict the reactants needed to synthesize it. The reactants are: [F:1][C:2]1[CH:3]=[CH:4][C:5]2[N:6]([CH2:16][CH:17]([OH:31])[CH2:18][NH:19][CH2:20][CH:21]([NH:23][C:24](=O)[O:25]C(C)(C)C)[CH3:22])[C:7]3[C:12]([C:13]=2[CH:14]=1)=[CH:11][C:10]([F:15])=[CH:9][CH:8]=3.CC(C)([O-])C.[K+].C(O)(=O)C. (4) Given the product [F:1][C:2]1([CH2:15][O:16][S:25]([CH3:24])(=[O:27])=[O:26])[CH2:3][CH2:4][N:5]([C:8]([O:10][C:11]([CH3:12])([CH3:13])[CH3:14])=[O:9])[CH2:6][CH2:7]1, predict the reactants needed to synthesize it. The reactants are: [F:1][C:2]1([CH2:15][OH:16])[CH2:7][CH2:6][N:5]([C:8]([O:10][C:11]([CH3:14])([CH3:13])[CH3:12])=[O:9])[CH2:4][CH2:3]1.C(N(CC)CC)C.[CH3:24][S:25](Cl)(=[O:27])=[O:26]. (5) The reactants are: C[O:2][C:3]([C:5]1[C@H:9]([CH2:10][O:11][CH2:12][C:13]2[CH:18]=[CH:17][CH:16]=[CH:15][CH:14]=2)[C@@H:8]([O:19][Si:20]([C:23]([CH3:26])([CH3:25])[CH3:24])([CH3:22])[CH3:21])[CH2:7][CH:6]=1)=O.[H-].C([Al+]CC(C)C)C(C)C.C(C(C(C([O-])=O)O)O)([O-])=O.[Na+].[K+]. Given the product [CH3:26][C:23]([Si:20]([CH3:22])([CH3:21])[O:19][C@@H:8]1[C@@H:9]([CH2:10][O:11][CH2:12][C:13]2[CH:14]=[CH:15][CH:16]=[CH:17][CH:18]=2)[C:5]([CH2:3][OH:2])=[CH:6][CH2:7]1)([CH3:24])[CH3:25], predict the reactants needed to synthesize it. (6) The reactants are: [CH3:1][O:2][C:3](=[O:24])[C:4]([CH3:23])([CH3:22])[CH2:5][C:6]1[CH:11]=[C:10]([CH3:12])[C:9]([O:13]CC2C=CC=CC=2)=[CH:8][C:7]=1[CH3:21].[H][H]. Given the product [CH3:1][O:2][C:3](=[O:24])[C:4]([CH3:22])([CH3:23])[CH2:5][C:6]1[CH:11]=[C:10]([CH3:12])[C:9]([OH:13])=[CH:8][C:7]=1[CH3:21], predict the reactants needed to synthesize it. (7) Given the product [C:2]1([C:1]2[C:9]3[C:10](=[CH:11][CH:12]=[CH:13][CH:14]=3)[C:15]([C:16]3[CH:21]=[CH:20][CH:19]=[CH:18][CH:17]=3)=[N:25][N:24]=2)[CH:7]=[CH:6][CH:5]=[CH:4][CH:3]=1, predict the reactants needed to synthesize it. The reactants are: [C:1]([C:9]1[CH:14]=[CH:13][CH:12]=[CH:11][C:10]=1[C:15](=O)[C:16]1[CH:21]=[CH:20][CH:19]=[CH:18][CH:17]=1)(=O)[C:2]1[CH:7]=[CH:6][CH:5]=[CH:4][CH:3]=1.O.[NH2:24][NH2:25].O. (8) Given the product [C:30]([C:32]1[CH:37]=[C:36]([C:2]2[CH:7]=[CH:6][C:5]([C:8]3[C:17]4[C:12](=[CH:13][C:14]([S:18]([NH:21][C:22]5[CH:27]=[CH:26][N:25]=[CH:24][N:23]=5)(=[O:19])=[O:20])=[CH:15][CH:16]=4)[CH:11]=[CH:10][N:9]=3)=[C:4]([O:28][CH3:29])[CH:3]=2)[CH:35]=[CH:34][CH:33]=1)#[N:31], predict the reactants needed to synthesize it. The reactants are: Cl[C:2]1[CH:7]=[CH:6][C:5]([C:8]2[C:17]3[C:12](=[CH:13][C:14]([S:18]([NH:21][C:22]4[CH:27]=[CH:26][N:25]=[CH:24][N:23]=4)(=[O:20])=[O:19])=[CH:15][CH:16]=3)[CH:11]=[CH:10][N:9]=2)=[C:4]([O:28][CH3:29])[CH:3]=1.[C:30]([C:32]1[CH:33]=[C:34](B(O)O)[CH:35]=[CH:36][CH:37]=1)#[N:31].P([O-])([O-])([O-])=O.[K+].[K+].[K+].